From a dataset of Peptide-MHC class II binding affinity with 134,281 pairs from IEDB. Regression. Given a peptide amino acid sequence and an MHC pseudo amino acid sequence, predict their binding affinity value. This is MHC class II binding data. (1) The peptide sequence is AQGYKVLVLNPSVAATLGFG. The MHC is DRB1_0401 with pseudo-sequence DRB1_0401. The binding affinity (normalized) is 0. (2) The peptide sequence is LEAWLTEHGCNRLKR. The MHC is HLA-DQA10501-DQB10302 with pseudo-sequence HLA-DQA10501-DQB10302. The binding affinity (normalized) is 0.249. (3) The binding affinity (normalized) is 0.183. The MHC is H-2-IAb with pseudo-sequence H-2-IAb. The peptide sequence is FNSLISIAQHLVSDR.